From a dataset of NCI-60 drug combinations with 297,098 pairs across 59 cell lines. Regression. Given two drug SMILES strings and cell line genomic features, predict the synergy score measuring deviation from expected non-interaction effect. (1) Drug 1: COC1=CC(=CC(=C1O)OC)C2C3C(COC3=O)C(C4=CC5=C(C=C24)OCO5)OC6C(C(C7C(O6)COC(O7)C8=CC=CS8)O)O. Drug 2: CCCCC(=O)OCC(=O)C1(CC(C2=C(C1)C(=C3C(=C2O)C(=O)C4=C(C3=O)C=CC=C4OC)O)OC5CC(C(C(O5)C)O)NC(=O)C(F)(F)F)O. Cell line: OVCAR-4. Synergy scores: CSS=7.23, Synergy_ZIP=-2.55, Synergy_Bliss=-2.56, Synergy_Loewe=0.00878, Synergy_HSA=0.0927. (2) Drug 1: C1=CC(=CC=C1CC(C(=O)O)N)N(CCCl)CCCl.Cl. Drug 2: CS(=O)(=O)CCNCC1=CC=C(O1)C2=CC3=C(C=C2)N=CN=C3NC4=CC(=C(C=C4)OCC5=CC(=CC=C5)F)Cl. Cell line: NCIH23. Synergy scores: CSS=9.18, Synergy_ZIP=-3.31, Synergy_Bliss=0.251, Synergy_Loewe=-1.86, Synergy_HSA=-1.34. (3) Drug 1: CC1=CC2C(CCC3(C2CCC3(C(=O)C)OC(=O)C)C)C4(C1=CC(=O)CC4)C. Drug 2: C1CN(P(=O)(OC1)NCCCl)CCCl. Cell line: UACC62. Synergy scores: CSS=1.36, Synergy_ZIP=-0.0506, Synergy_Bliss=0.867, Synergy_Loewe=0.521, Synergy_HSA=0.290. (4) Drug 2: CNC(=O)C1=NC=CC(=C1)OC2=CC=C(C=C2)NC(=O)NC3=CC(=C(C=C3)Cl)C(F)(F)F. Cell line: SR. Drug 1: C1=NC2=C(N=C(N=C2N1C3C(C(C(O3)CO)O)O)F)N. Synergy scores: CSS=2.90, Synergy_ZIP=-2.68, Synergy_Bliss=-5.05, Synergy_Loewe=-4.09, Synergy_HSA=-3.44. (5) Drug 1: C1C(C(OC1N2C=NC3=C2NC=NCC3O)CO)O. Drug 2: COCCOC1=C(C=C2C(=C1)C(=NC=N2)NC3=CC=CC(=C3)C#C)OCCOC.Cl. Cell line: U251. Synergy scores: CSS=-9.10, Synergy_ZIP=7.23, Synergy_Bliss=1.40, Synergy_Loewe=-12.3, Synergy_HSA=-12.7.